Dataset: Forward reaction prediction with 1.9M reactions from USPTO patents (1976-2016). Task: Predict the product of the given reaction. (1) Given the reactants [CH3:1][N:2]([S:25]([CH3:28])(=[O:27])=[O:26])[C:3]1[CH:4]=[C:5]([CH:10]=[C:11]([N:13]2[CH2:17][CH:16]([C:18]3[CH:23]=[CH:22][CH:21]=[CH:20][CH:19]=3)[CH2:15][C:14]2=[O:24])[CH:12]=1)[C:6]([O:8]C)=[O:7].[OH-].[Na+].CO, predict the reaction product. The product is: [CH3:1][N:2]([S:25]([CH3:28])(=[O:27])=[O:26])[C:3]1[CH:4]=[C:5]([CH:10]=[C:11]([N:13]2[CH2:17][CH:16]([C:18]3[CH:23]=[CH:22][CH:21]=[CH:20][CH:19]=3)[CH2:15][C:14]2=[O:24])[CH:12]=1)[C:6]([OH:8])=[O:7]. (2) Given the reactants [NH2:1][C:2]1[N:10]=[C:9]([C:11]2[C:19]3[C:14](=[N:15][CH:16]=[CH:17][CH:18]=3)[N:13]([CH2:20][C:21]3[CH:26]=[CH:25][CH:24]=[CH:23][C:22]=3[F:27])[N:12]=2)[N:8]=[C:7]2[C:3]=1[NH:4][C:5](=[O:28])[NH:6]2.CCN(P1(N(C)CCCN1C)=NC(C)(C)C)CC.ClC(Cl)(Cl)S(O[CH2:53][C:54]([F:57])([F:56])[F:55])(=O)=O, predict the reaction product. The product is: [NH2:1][C:2]1[N:10]=[C:9]([C:11]2[C:19]3[C:14](=[N:15][CH:16]=[CH:17][CH:18]=3)[N:13]([CH2:20][C:21]3[CH:26]=[CH:25][CH:24]=[CH:23][C:22]=3[F:27])[N:12]=2)[N:8]=[C:7]2[C:3]=1[NH:4][C:5](=[O:28])[N:6]2[CH2:53][C:54]([F:57])([F:56])[F:55].